This data is from Catalyst prediction with 721,799 reactions and 888 catalyst types from USPTO. The task is: Predict which catalyst facilitates the given reaction. (1) Reactant: C(OC([N:8]1[CH2:12][CH2:11][C@@H:10]([O:13][C:14](=[O:28])[C@:15]([CH:23]2[CH2:27][CH2:26][CH2:25][CH2:24]2)([OH:22])[C:16]2[CH:21]=[CH:20][CH:19]=[CH:18][CH:17]=2)[CH2:9]1)=O)(C)(C)C.[ClH:29].CCOC(C)=O. Product: [ClH:29].[NH:8]1[CH2:12][CH2:11][C@@H:10]([O:13][C:14](=[O:28])[C@:15]([CH:23]2[CH2:24][CH2:25][CH2:26][CH2:27]2)([OH:22])[C:16]2[CH:17]=[CH:18][CH:19]=[CH:20][CH:21]=2)[CH2:9]1. The catalyst class is: 12. (2) Reactant: [Cl:1][C:2]1[CH:3]=[C:4]([CH:18]=[C:19]([I:23])[C:20]=1[O:21]C)[C:5]([N:7]1[C:11]2[CH:12]=[CH:13][CH:14]=[CH:15][C:10]=2[S:9](=[O:17])(=[O:16])[CH2:8]1)=[O:6].[Cl-].[Li+].Cl. Product: [Cl:1][C:2]1[CH:3]=[C:4]([CH:18]=[C:19]([I:23])[C:20]=1[OH:21])[C:5]([N:7]1[C:11]2[CH:12]=[CH:13][CH:14]=[CH:15][C:10]=2[S:9](=[O:16])(=[O:17])[CH2:8]1)=[O:6]. The catalyst class is: 9. (3) Reactant: [NH2:1][C:2]1[CH:3]=[C:4]([CH:9]=[CH:10][C:11]=1[OH:12])[C:5]([O:7][CH3:8])=[O:6].[F:13][C:14]([F:25])([F:24])[C:15](O[C:15](=[O:16])[C:14]([F:25])([F:24])[F:13])=[O:16].C([O-])(O)=O.[Na+]. Product: [OH:12][C:11]1[CH:10]=[CH:9][C:4]([C:5]([O:7][CH3:8])=[O:6])=[CH:3][C:2]=1[NH:1][C:15](=[O:16])[C:14]([F:25])([F:24])[F:13]. The catalyst class is: 1.